Dataset: Full USPTO retrosynthesis dataset with 1.9M reactions from patents (1976-2016). Task: Predict the reactants needed to synthesize the given product. (1) Given the product [Cl:1][C:2]1[C:10]2[C:5](=[CH:6][CH:7]=[CH:8][C:9]=2[N+:11]([O-:13])=[O:12])[N:4]([CH2:22][CH2:23][N:24]2[CH2:28][CH2:27][CH2:26][CH2:25]2)[N:3]=1, predict the reactants needed to synthesize it. The reactants are: [Cl:1][C:2]1[C:10]2[C:5](=[CH:6][CH:7]=[CH:8][C:9]=2[N+:11]([O-:13])=[O:12])[NH:4][N:3]=1.C(=O)([O-])[O-].[K+].[K+].Cl.Cl[CH2:22][CH2:23][N:24]1[CH2:28][CH2:27][CH2:26][CH2:25]1. (2) Given the product [OH:21][C:15]1([C:7]2[S:6][C:5]3[C:3](=[O:4])[N:12]([C:14]4[CH:34]=[CH:35][C:30]([N:26]5[CH2:27][CH2:28][CH2:29][N:23]([CH3:22])[CH2:24][CH2:25]5)=[CH:31][CH:32]=4)[CH:11]=[N:10][C:9]=3[CH:8]=2)[CH2:19][CH2:18][O:17][CH:16]1[CH3:20], predict the reactants needed to synthesize it. The reactants are: CO[C:3]([C:5]1[S:6][C:7]([C:15]2([OH:21])[CH2:19][CH2:18][O:17][CH:16]2[CH3:20])=[CH:8][C:9]=1[N:10]=[CH:11][N:12]([CH3:14])C)=[O:4].[CH3:22][N:23]1[CH2:29][CH2:28][CH2:27][N:26]([C:30]2[CH:35]=[CH:34]C(N)=[CH:32][CH:31]=2)[CH2:25][CH2:24]1. (3) Given the product [F:1][C:2]1[CH:32]=[C:31]([N+:33]([O-:35])=[O:34])[CH:30]=[CH:29][C:3]=1[O:4][C:5]1[CH:10]=[CH:9][N:8]=[C:7]2[CH:11]=[C:12]([C:14]3[N:15]([CH3:28])[C:16]([CH2:19][N:20]4[CH2:21][CH2:22][CH2:23][C:24]4=[O:26])=[CH:17][N:18]=3)[S:13][C:6]=12, predict the reactants needed to synthesize it. The reactants are: [F:1][C:2]1[CH:32]=[C:31]([N+:33]([O-:35])=[O:34])[CH:30]=[CH:29][C:3]=1[O:4][C:5]1[CH:10]=[CH:9][N:8]=[C:7]2[CH:11]=[C:12]([C:14]3[N:15]([CH3:28])[C:16]([CH2:19][NH:20][CH2:21][CH2:22][CH2:23][C:24]([O:26]C)=O)=[CH:17][N:18]=3)[S:13][C:6]=12.